Dataset: Full USPTO retrosynthesis dataset with 1.9M reactions from patents (1976-2016). Task: Predict the reactants needed to synthesize the given product. Given the product [O:31]1[CH2:36][CH2:35][CH:34]([C:37]([N:14]2[CH2:13][C:12]3[CH:15]=[CH:16][C:17]([C:19]([O:21][CH3:22])=[O:20])=[CH:18][C:11]=3[O:10][CH2:9][C@@H:8]2[C:3]2[CH:4]=[CH:5][CH:6]=[CH:7][C:2]=2[CH3:23])=[O:38])[CH2:33][CH2:32]1, predict the reactants needed to synthesize it. The reactants are: Cl.[C:2]1([CH3:23])[CH:7]=[CH:6][CH:5]=[CH:4][C:3]=1[C@@H:8]1[NH:14][CH2:13][C:12]2[CH:15]=[CH:16][C:17]([C:19]([O:21][CH3:22])=[O:20])=[CH:18][C:11]=2[O:10][CH2:9]1.CCN(CC)CC.[O:31]1[CH2:36][CH2:35][CH:34]([C:37](O)=[O:38])[CH2:33][CH2:32]1.